Dataset: Full USPTO retrosynthesis dataset with 1.9M reactions from patents (1976-2016). Task: Predict the reactants needed to synthesize the given product. (1) Given the product [Cl:17][C:10]1[N:11]=[N:12][CH:13]=[C:8]([C:5]2[CH:6]=[CH:7][C:2]([F:1])=[CH:3][CH:4]=2)[CH:9]=1, predict the reactants needed to synthesize it. The reactants are: [F:1][C:2]1[CH:7]=[CH:6][C:5]([C:8]2[CH:13]=[N:12][NH:11][C:10](=O)[CH:9]=2)=[CH:4][CH:3]=1.O=P(Cl)(Cl)[Cl:17]. (2) Given the product [Cl:18][C:19]1[N:24]=[C:23]([NH:17][C:11]2[CH:12]=[CH:13][C:14]3[C:9]([CH:10]=2)=[N:8][N:7]([CH3:6])[C:15]=3[CH3:16])[CH:22]=[CH:21][N:20]=1, predict the reactants needed to synthesize it. The reactants are: C(=O)(O)[O-].[Na+].[CH3:6][N:7]1[C:15]([CH3:16])=[C:14]2[C:9]([CH:10]=[C:11]([NH2:17])[CH:12]=[CH:13]2)=[N:8]1.[Cl:18][C:19]1[N:24]=[C:23](Cl)[CH:22]=[CH:21][N:20]=1.CO.O. (3) Given the product [CH3:13][O:14][C:15]1[CH:20]=[CH:19][C:18]([N:21]2[C:4]([NH2:5])=[CH:3][C:2]([CH:6]3[CH2:10][CH2:9][O:8][CH2:7]3)=[N:22]2)=[CH:17][CH:16]=1, predict the reactants needed to synthesize it. The reactants are: O=[C:2]([CH:6]1[CH2:10][CH2:9][O:8][CH2:7]1)[CH2:3][C:4]#[N:5].Cl.Cl.[CH3:13][O:14][C:15]1[CH:20]=[CH:19][C:18]([NH:21][NH2:22])=[CH:17][CH:16]=1.[OH-].[Na+].